From a dataset of Full USPTO retrosynthesis dataset with 1.9M reactions from patents (1976-2016). Predict the reactants needed to synthesize the given product. (1) Given the product [CH3:13][O:12][N:10]([CH3:11])[C:8]([C@H:5]1[CH2:6][CH2:7][C@H:2]([O:1][CH3:16])[CH2:3][CH2:4]1)=[O:9], predict the reactants needed to synthesize it. The reactants are: [OH:1][C@H:2]1[CH2:7][CH2:6][C@H:5]([C:8]([N:10]([O:12][CH3:13])[CH3:11])=[O:9])[CH2:4][CH2:3]1.[H-].[Na+].[CH3:16]I.O. (2) Given the product [CH2:1]([O:3][C:4](=[O:34])[CH2:5][N:6]([S:22]([N:25]1[C:33]2[C:28](=[CH:29][CH:30]=[CH:31][CH:32]=2)[CH2:27][CH2:26]1)(=[O:24])=[O:23])[CH2:7][C:8]1[CH:9]=[CH:10][C:11]([OH:14])=[CH:12][CH:13]=1)[CH3:2], predict the reactants needed to synthesize it. The reactants are: [CH2:1]([O:3][C:4](=[O:34])[CH2:5][N:6]([S:22]([N:25]1[C:33]2[C:28](=[CH:29][CH:30]=[CH:31][CH:32]=2)[CH2:27][CH2:26]1)(=[O:24])=[O:23])[CH2:7][C:8]1[CH:13]=[CH:12][C:11]([O:14]CC2C=CC=CC=2)=[CH:10][CH:9]=1)[CH3:2]. (3) Given the product [NH2:8][C:9]1[CH:14]=[C:13]([O:15][C:16]2[CH:17]=[C:18]([CH2:22][CH2:23][C:24]([O:26][CH3:27])=[O:25])[CH:19]=[CH:20][CH:21]=2)[CH:12]=[CH:11][N:10]=1, predict the reactants needed to synthesize it. The reactants are: C(OC([NH:8][C:9]1[CH:14]=[C:13]([O:15][C:16]2[CH:17]=[C:18]([CH2:22][CH2:23][C:24]([O:26][CH3:27])=[O:25])[CH:19]=[CH:20][CH:21]=2)[CH:12]=[CH:11][N:10]=1)=O)(C)(C)C.FC(F)(F)C(O)=O. (4) Given the product [CH3:1][O:2][C@H:3]([CH3:9])[C@H:4]([NH:5][C:11]([O:13][CH3:14])=[O:12])[C:6]([OH:8])=[O:7], predict the reactants needed to synthesize it. The reactants are: [CH3:1][O:2][C@H:3]([CH3:9])[C@@H:4]([C:6]([OH:8])=[O:7])[NH2:5].Cl[C:11]([O:13][CH3:14])=[O:12].